Predict the reactants needed to synthesize the given product. From a dataset of Full USPTO retrosynthesis dataset with 1.9M reactions from patents (1976-2016). (1) Given the product [CH3:1][C:2]1([CH3:14])[CH2:11][CH2:10][C:9]2[C:4](=[CH:5][CH:6]=[C:7]([CH2:12][N:29]3[CH2:30][CH2:31][CH:26]([C:22]4[CH:21]=[C:20]([NH:19][C:17](=[O:18])[CH:16]([CH3:15])[CH3:32])[CH:25]=[CH:24][CH:23]=4)[CH2:27][CH2:28]3)[CH:8]=2)[O:3]1, predict the reactants needed to synthesize it. The reactants are: [CH3:1][C:2]1([CH3:14])[CH2:11][CH2:10][C:9]2[C:4](=[CH:5][CH:6]=[C:7]([CH:12]=O)[CH:8]=2)[O:3]1.[CH3:15][CH:16]([CH3:32])[C:17]([NH:19][C:20]1[CH:25]=[CH:24][CH:23]=[C:22]([CH:26]2[CH2:31][CH2:30][NH:29][CH2:28][CH2:27]2)[CH:21]=1)=[O:18]. (2) Given the product [Br:1][C:2]1[N:6]([CH2:21][OH:22])[N:5]=[C:4]([C:7]([CH3:10])([CH3:9])[CH3:8])[N:3]=1, predict the reactants needed to synthesize it. The reactants are: [Br:1][C:2]1[NH:6][N:5]=[C:4]([C:7]([CH3:10])([CH3:9])[CH3:8])[N:3]=1.C=O.C(N(CC)CC)C.C[C:21](C)=[O:22]. (3) Given the product [Cl:11][C:12]1[CH:19]=[CH:18][C:17]([F:20])=[CH:16][C:13]=1[CH:14]=[N:28][C:26]([O:35][Si:3]([CH3:5])([CH3:4])[CH3:2])=[CH2:27], predict the reactants needed to synthesize it. The reactants are: [Li+].[CH3:2][Si:3]([N-][Si:3]([CH3:5])([CH3:4])[CH3:2])([CH3:5])[CH3:4].[Cl:11][C:12]1[CH:19]=[CH:18][C:17]([F:20])=[CH:16][C:13]=1[CH:14]=O.C[Si](Cl)(C)C.[CH2:26]([N:28](CC)CC)[CH3:27].C(Cl)(=[O:35])C. (4) Given the product [NH2:6][C:7]1([C:11]2[CH:12]=[CH:13][C:14]([NH:17][C:18]([N:20]3[CH2:28][C:27]4[CH:26]=[CH:25][N:24]=[CH:23][C:22]=4[CH2:21]3)=[O:19])=[CH:15][CH:16]=2)[CH2:10][O:9][CH2:8]1, predict the reactants needed to synthesize it. The reactants are: CC(C)(S([NH:6][C:7]1([C:11]2[CH:16]=[CH:15][C:14]([NH:17][C:18]([N:20]3[CH2:28][C:27]4[CH:26]=[CH:25][N:24]=[CH:23][C:22]=4[CH2:21]3)=[O:19])=[CH:13][CH:12]=2)[CH2:10][O:9][CH2:8]1)=O)C.Cl.O1CCOCC1. (5) Given the product [CH2:27]([O:26][C:10]1[CH:9]=[C:6]([CH:5]=[C:4]([O:3][CH2:1][CH3:2])[C:11]=1[CH:12]1[CH2:13][CH2:14][N:15]([CH2:18][C:19]([F:25])([F:24])[C:20]([F:23])([F:22])[F:21])[CH2:16][CH2:17]1)[CH2:47][N:45]1[CH2:44][C:43]2([CH2:54][C:40]([N:37]3[CH2:38][CH2:39][C:34]([CH3:55])([C:32]([O:31][CH2:29][CH3:30])=[O:33])[CH2:35][CH2:36]3)=[N:41][O:42]2)[CH2:46]1)[CH3:28], predict the reactants needed to synthesize it. The reactants are: [CH2:1]([O:3][C:4]1[CH:5]=[C:6]([CH:9]=[C:10]([O:26][CH2:27][CH3:28])[C:11]=1[CH:12]1[CH2:17][CH2:16][N:15]([CH2:18][C:19]([F:25])([F:24])[C:20]([F:23])([F:22])[F:21])[CH2:14][CH2:13]1)C=O)[CH3:2].[CH2:29]([O:31][C:32]([C:34]1([CH3:55])[CH2:39][CH2:38][N:37]([C:40]2[CH2:54][C:43]3([CH2:46][N:45]([C:47](OC(C)(C)C)=O)[CH2:44]3)[O:42][N:41]=2)[CH2:36][CH2:35]1)=[O:33])[CH3:30]. (6) Given the product [C:1]1([CH2:11][CH2:12][NH2:13])[C:10]2[C:5](=[CH:6][CH:7]=[CH:8][CH:9]=2)[CH:4]=[CH:3][CH:2]=1, predict the reactants needed to synthesize it. The reactants are: [C:1]1([CH2:11][C:12]#[N:13])[C:10]2[C:5](=[CH:6][CH:7]=[CH:8][CH:9]=2)[CH:4]=[CH:3][CH:2]=1.[H-].[Al+3].[Li+].[H-].[H-].[H-].O.[OH-].[Na+].